Dataset: Forward reaction prediction with 1.9M reactions from USPTO patents (1976-2016). Task: Predict the product of the given reaction. (1) Given the reactants [OH:1][CH2:2][CH:3]1[CH2:15][N:13]2[C:14]3[C:9]([C:10](=[O:17])[NH:11][C:12]2=[O:16])=[CH:8][CH:7]=[CH:6][C:5]=3[CH2:4]1.C(=O)([O-])[O-].[K+].[K+].CN(C)C=O.[CH3:29][O:30][C:31]1[CH:38]=[CH:37][C:34]([CH2:35]Cl)=[CH:33][CH:32]=1, predict the reaction product. The product is: [OH:1][CH2:2][CH:3]1[CH2:15][N:13]2[C:14]3[C:9]([C:10](=[O:17])[N:11]([CH2:35][C:34]4[CH:37]=[CH:38][C:31]([O:30][CH3:29])=[CH:32][CH:33]=4)[C:12]2=[O:16])=[CH:8][CH:7]=[CH:6][C:5]=3[CH2:4]1. (2) Given the reactants Cl[CH2:2][C:3]([NH:5][C:6]1[CH:7]=[C:8]([CH:25]=[CH:26][C:27]=1[O:28][C:29]([F:32])([F:31])[F:30])[C:9]([NH:11][C:12]1[CH:13]=[N:14][C:15]([C:18]2[CH:23]=[CH:22][CH:21]=[CH:20][C:19]=2[F:24])=[CH:16][CH:17]=1)=[O:10])=[O:4].[I-].[K+].C(N(C(C)C)C(C)C)C.[CH3:44][N:45]1[CH2:50][CH2:49][NH:48][CH:47]([CH3:51])[CH2:46]1, predict the reaction product. The product is: [CH3:51][CH:47]1[CH2:46][N:45]([CH3:44])[CH2:50][CH2:49][N:48]1[CH2:2][C:3]([NH:5][C:6]1[CH:7]=[C:8]([CH:25]=[CH:26][C:27]=1[O:28][C:29]([F:32])([F:31])[F:30])[C:9]([NH:11][C:12]1[CH:13]=[N:14][C:15]([C:18]2[CH:23]=[CH:22][CH:21]=[CH:20][C:19]=2[F:24])=[CH:16][CH:17]=1)=[O:10])=[O:4]. (3) Given the reactants [Cl:1][C:2]1[C:7]2[C:8]([CH2:11][C:12]([OH:14])=[O:13])=[CH:9][S:10][C:6]=2[C:5]([Cl:15])=[C:4]([OH:16])[CH:3]=1.OS(O)(=O)=O.[CH3:22]O, predict the reaction product. The product is: [CH3:22][O:13][C:12](=[O:14])[CH2:11][C:8]1[C:7]2[C:2]([Cl:1])=[CH:3][C:4]([OH:16])=[C:5]([Cl:15])[C:6]=2[S:10][CH:9]=1.